This data is from Catalyst prediction with 721,799 reactions and 888 catalyst types from USPTO. The task is: Predict which catalyst facilitates the given reaction. (1) Reactant: [Cl:1][C:2]1[CH:7]=[CH:6][C:5](/[CH:8]=[CH:9]/[C:10]([OH:12])=O)=[C:4]([CH2:13][N:14]2[N:18]=[N:17][C:16]([CH3:19])=[N:15]2)[CH:3]=1.[CH3:20][C:21]1[O:22][CH:23]=[C:24]([CH:26]2[CH2:31][CH2:30][NH:29][CH2:28][CH2:27]2)[N:25]=1.CCN(C(C)C)C(C)C.C(P1(=O)OP(CCC)(=O)OP(CCC)(=O)O1)CC. Product: [Cl:1][C:2]1[CH:7]=[CH:6][C:5](/[CH:8]=[CH:9]/[C:10]([N:29]2[CH2:28][CH2:27][CH:26]([C:24]3[N:25]=[C:21]([CH3:20])[O:22][CH:23]=3)[CH2:31][CH2:30]2)=[O:12])=[C:4]([CH2:13][N:14]2[N:18]=[N:17][C:16]([CH3:19])=[N:15]2)[CH:3]=1. The catalyst class is: 3. (2) Reactant: [NH2:1][C@H:2]([CH2:23][CH2:24][O:25][C:26]1[CH:31]=[CH:30][CH:29]=[CH:28][CH:27]=1)[C:3]([N:5]1[CH2:22][CH2:21][CH2:20][C@:7]2([C:11](=[O:12])[N:10]([CH3:13])[CH2:9][C@H:8]2[C:14]2[CH:19]=[CH:18][CH:17]=[CH:16][CH:15]=2)[CH2:6]1)=[O:4].[C:32]([O:36][C:37]([NH:39][C:40]([CH3:45])([CH3:44])[C:41](O)=[O:42])=[O:38])([CH3:35])([CH3:34])[CH3:33].C(N(C(C)C)CC)(C)C.C(P1(=O)OP(CCC)(=O)OP(CCC)(=O)O1)CC. Product: [CH3:45][C:40]([NH:39][C:37](=[O:38])[O:36][C:32]([CH3:35])([CH3:34])[CH3:33])([CH3:44])[C:41]([NH:1][C@H:2]([CH2:23][CH2:24][O:25][C:26]1[CH:27]=[CH:28][CH:29]=[CH:30][CH:31]=1)[C:3]([N:5]1[CH2:22][CH2:21][CH2:20][C@:7]2([C:11](=[O:12])[N:10]([CH3:13])[CH2:9][C@H:8]2[C:14]2[CH:19]=[CH:18][CH:17]=[CH:16][CH:15]=2)[CH2:6]1)=[O:4])=[O:42]. The catalyst class is: 10. (3) Reactant: [CH3:1][C:2]1[N:7]=[C:6]2[S:8][C:9]3[CH2:13][CH2:12][CH2:11][C:10]=3[C:5]2=[C:4]([C:14]2[CH:19]=[CH:18][C:17]([CH3:20])=[CH:16][CH:15]=2)[C:3]=1[CH:21]([CH2:26][C:27]1[CH:32]=[CH:31][CH:30]=[CH:29][CH:28]=1)[C:22]([O:24]C)=[O:23].[OH-].[Na+]. Product: [CH3:1][C:2]1[N:7]=[C:6]2[S:8][C:9]3[CH2:13][CH2:12][CH2:11][C:10]=3[C:5]2=[C:4]([C:14]2[CH:19]=[CH:18][C:17]([CH3:20])=[CH:16][CH:15]=2)[C:3]=1[CH:21]([CH2:26][C:27]1[CH:28]=[CH:29][CH:30]=[CH:31][CH:32]=1)[C:22]([OH:24])=[O:23]. The catalyst class is: 5.